This data is from Catalyst prediction with 721,799 reactions and 888 catalyst types from USPTO. The task is: Predict which catalyst facilitates the given reaction. (1) Product: [C:14]([CH2:13][CH2:12][C:9]1[C:10]([CH3:11])=[C:6]([C:4]([OH:5])=[O:3])[NH:7][C:8]=1[CH:18]=[C:19]1[C:27]2[C:22](=[CH:23][CH:24]=[CH:25][CH:26]=2)[NH:21][C:20]1=[O:28])([OH:16])=[O:15]. Reactant: C([O:3][C:4]([C:6]1[NH:7][C:8]([CH:18]=[C:19]2[C:27]3[C:22](=[CH:23][CH:24]=[CH:25][CH:26]=3)[NH:21][C:20]2=[O:28])=[C:9]([CH2:12][CH2:13][C:14]([O:16]C)=[O:15])[C:10]=1[CH3:11])=[O:5])C.[OH-].[K+].C(O)C. The catalyst class is: 6. (2) Reactant: [CH3:1][O:2][CH2:3][N:4]1[C:12]2[C:7](=[C:8]([CH3:22])[CH:9]=[CH:10][C:11]=2[NH:13][S:14]([C:17]2[S:18][CH:19]=[CH:20][CH:21]=2)(=[O:16])=[O:15])[CH:6]=[C:5]1[C:23]([O:25][CH2:26][CH3:27])=[O:24].CI.[C:30](=O)([O-])[O-].[K+].[K+]. Product: [CH3:1][O:2][CH2:3][N:4]1[C:12]2[C:7](=[C:8]([CH3:22])[CH:9]=[CH:10][C:11]=2[N:13]([CH3:30])[S:14]([C:17]2[S:18][CH:19]=[CH:20][CH:21]=2)(=[O:16])=[O:15])[CH:6]=[C:5]1[C:23]([O:25][CH2:26][CH3:27])=[O:24]. The catalyst class is: 9. (3) The catalyst class is: 6. Product: [NH2:10][C:5]1[C:6]([C:8]#[N:9])=[N:7][C:2]([Cl:1])=[CH:3][CH:4]=1. Reactant: [Cl:1][C:2]1[N:7]=[C:6]([C:8]#[N:9])[C:5]([N+:10]([O-])=O)=[CH:4][CH:3]=1.C(O)(=O)C.[O-]S(S([O-])=O)=O.[Na+].[Na+]. (4) Reactant: [CH3:1][O:2][C:3]1[N:8]=[CH:7][C:6]([C:9]2[N:10]=[C:11]([CH2:15][CH2:16][CH2:17][CH2:18]N3C(=O)C4C(=CC=CC=4)C3=O)[NH:12][C:13]=2[CH3:14])=[CH:5][CH:4]=1.[H-].[Na+].COC1C=CC(C2N=CNC=2C)=CN=1.BrCCCC[N:51]1[C:55](=[O:56])[C:54]2=[CH:57][CH:58]=[CH:59][CH:60]=[C:53]2[C:52]1=[O:61]. Product: [CH3:1][O:2][C:3]1[N:8]=[CH:7][C:6]([C:9]2[N:10]=[C:11]([CH2:15][CH2:16][CH2:17][CH2:18][C:57]3[CH:58]=[CH:59][CH:60]=[C:53]4[C:54]=3[C:55](=[O:56])[NH:51][C:52]4=[O:61])[NH:12][C:13]=2[CH3:14])=[CH:5][CH:4]=1. The catalyst class is: 3. (5) Reactant: [C:1]([C:7](OC)=O)#[C:2][C:3]([O:5][CH3:6])=[O:4].Cl.[C:12]1([NH:18][NH2:19])[CH:17]=[CH:16][CH:15]=[CH:14][CH:13]=1.C(=O)([O-])[O-:21].[K+].[K+].O. Product: [OH:21][C:16]1[CH:15]=[CH:14][CH:13]=[C:12]([N:18]2[CH:7]=[CH:1][C:2]([C:3]([O:5][CH3:6])=[O:4])=[N:19]2)[CH:17]=1. The catalyst class is: 125. (6) Reactant: [NH:1]1[CH2:6][CH2:5][NH:4][CH2:3][CH2:2]1.Cl[C:8]1[N:15]=[C:14]([CH3:16])[CH:13]=[CH:12][C:9]=1[C:10]#[N:11].C([O-])([O-])=O.[K+].[K+]. Product: [CH3:16][C:14]1[CH:13]=[CH:12][C:9]([C:10]#[N:11])=[C:8]([N:1]2[CH2:6][CH2:5][NH:4][CH2:3][CH2:2]2)[N:15]=1. The catalyst class is: 3. (7) Reactant: [F:1][C:2]1[CH:7]=[C:6]([F:8])[CH:5]=[CH:4][C:3]=1[OH:9].F[C:11]1[CH:12]=[CH:13][C:14]([N+:20]([O-:22])=[O:21])=[C:15]([CH:19]=1)[C:16]([OH:18])=[O:17].C(=O)([O-])[O-].[Cs+].[Cs+].Cl. Product: [N+:20]([C:14]1[CH:13]=[CH:12][C:11]([O:9][C:3]2[CH:4]=[CH:5][C:6]([F:8])=[CH:7][C:2]=2[F:1])=[CH:19][C:15]=1[C:16]([OH:18])=[O:17])([O-:22])=[O:21]. The catalyst class is: 3. (8) Reactant: [F:1][C:2]([F:19])([F:18])[CH:3]([CH:12]1[CH2:17][CH2:16][NH:15][CH2:14][CH2:13]1)[O:4][Si:5]([CH2:10][CH3:11])([CH2:8][CH3:9])[CH2:6][CH3:7].C(N(CC)CC)C.[CH:27]1([C:30](Cl)=[O:31])[CH2:29][CH2:28]1.C(=O)(O)[O-].[Na+]. Product: [CH:27]1([C:30]([N:15]2[CH2:16][CH2:17][CH:12]([CH:3]([O:4][Si:5]([CH2:8][CH3:9])([CH2:6][CH3:7])[CH2:10][CH3:11])[C:2]([F:18])([F:1])[F:19])[CH2:13][CH2:14]2)=[O:31])[CH2:29][CH2:28]1. The catalyst class is: 4. (9) Reactant: C(N(CC)C(C)C)(C)C.[NH2:10][CH2:11][CH2:12][CH2:13][O:14][CH2:15][CH:16]1[CH2:21]C[O:19][C:18]([CH3:23])([CH3:22])[O:17]1.[CH3:24][N:25]([CH3:75])[C:26]1[CH:31]=[CH:30][C:29]([N:32]=[N:33][C:34]2[CH:74]=[CH:73][C:37]([C:38]([NH:40][CH2:41][CH:42]([CH2:46][CH2:47][C:48]([F:72])([F:71])[C:49]([F:70])([F:69])[C:50]([F:68])([F:67])[C:51]([F:66])([F:65])[C:52]([F:64])([F:63])[C:53]([F:62])([F:61])[C:54]([F:60])([F:59])[C:55]([F:58])([F:57])[F:56])[C:43](O)=[O:44])=[O:39])=[CH:36][CH:35]=2)=[CH:28][CH:27]=1. Product: [CH3:75][N:25]([CH3:24])[C:26]1[CH:31]=[CH:30][C:29]([N:32]=[N:33][C:34]2[CH:35]=[CH:36][C:37]([C:38]([NH:40][CH2:41][CH:42]([CH2:46][CH2:47][C:48]([F:72])([F:71])[C:49]([F:69])([F:70])[C:50]([F:67])([F:68])[C:51]([F:65])([F:66])[C:52]([F:63])([F:64])[C:53]([F:62])([F:61])[C:54]([F:60])([F:59])[C:55]([F:58])([F:57])[F:56])[C:43]([NH:10][CH2:11][CH2:12][CH2:13][O:14][CH2:15][CH:16]3[CH2:21][O:19][C:18]([CH3:22])([CH3:23])[O:17]3)=[O:44])=[O:39])=[CH:73][CH:74]=2)=[CH:28][CH:27]=1. The catalyst class is: 300. (10) Reactant: [CH:1]([C:9]1[NH:13][C:12]2[CH:14]=[CH:15][CH:16]=[CH:17][C:11]=2[N:10]=1)=[CH:2][C:3]1[CH:8]=[CH:7][CH:6]=[CH:5][CH:4]=1.[Cl:18][C:19]1[C:24]([CH3:25])=[CH:23][CH:22]=[CH:21][N:20]=1.N1C=CC=CC=1N1C2C=CC=CC=2N=C1/C=C/C1C=CC=CC=1.Cl. Product: [ClH:18].[CH3:25][C:24]1[C:19]([N:13]2[C:12]3[CH:14]=[CH:15][CH:16]=[CH:17][C:11]=3[N:10]=[C:9]2/[CH:1]=[CH:2]/[C:3]2[CH:4]=[CH:5][CH:6]=[CH:7][CH:8]=2)=[N:20][CH:21]=[CH:22][CH:23]=1. The catalyst class is: 5.